From a dataset of M1 muscarinic receptor antagonist screen with 61,756 compounds. Binary Classification. Given a drug SMILES string, predict its activity (active/inactive) in a high-throughput screening assay against a specified biological target. The compound is S(c1n(CCCc2ccccc2)c2c(n(c(=O)[nH]c2=O)C)n1)CCOCC. The result is 0 (inactive).